This data is from hERG Central: cardiac toxicity at 1µM, 10µM, and general inhibition. The task is: Predict hERG channel inhibition at various concentrations. (1) The drug is O=C(CC1C(=O)NCCN1CC1CCCCC1)NCCc1ccc(F)cc1. Results: hERG_inhib (hERG inhibition (general)): blocker. (2) The drug is CCOC(=O)c1c(-c2ccccc2)oc2ccc(O)c(CN3CCCC3)c12. Results: hERG_inhib (hERG inhibition (general)): blocker. (3) The molecule is Cn1c(N2CCC(C(N)=O)CC2)nc2c1c(=O)n(Cc1cccc(Br)c1)c(=O)n2C. Results: hERG_inhib (hERG inhibition (general)): blocker.